Predict the product of the given reaction. From a dataset of Forward reaction prediction with 1.9M reactions from USPTO patents (1976-2016). (1) Given the reactants [CH3:1][O:2][C:3](=[O:26])[CH2:4][C@H:5]1[C:9]2[CH:10]=[CH:11][C:12]([O:14][C@H:15]3[C:23]4[C:18](=[C:19]([OH:25])[CH:20]=[CH:21][C:22]=4[F:24])[CH2:17][CH2:16]3)=[CH:13][C:8]=2[O:7][CH2:6]1.[N:27]1[C:36]2[C:31](=[CH:32][C:33](B(O)O)=[CH:34][CH:35]=2)[CH:30]=[CH:29][CH:28]=1, predict the reaction product. The product is: [CH3:1][O:2][C:3](=[O:26])[CH2:4][C@H:5]1[C:9]2[CH:10]=[CH:11][C:12]([O:14][C@H:15]3[C:23]4[C:18](=[C:19]([O:25][C:33]5[CH:32]=[C:31]6[C:36](=[CH:35][CH:34]=5)[N:27]=[CH:28][CH:29]=[CH:30]6)[CH:20]=[CH:21][C:22]=4[F:24])[CH2:17][CH2:16]3)=[CH:13][C:8]=2[O:7][CH2:6]1. (2) Given the reactants [OH:1][C:2]1[C:7](=[O:8])[CH:6]=[CH:5]O[C:3]=1[CH3:9].[CH2:10](Cl)[C:11]1[CH:16]=[CH:15][CH:14]=[CH:13][CH:12]=1.[OH-].[Na+].[CH2:20]([NH2:23])[CH2:21][NH2:22], predict the reaction product. The product is: [NH2:22][CH2:21][CH2:20][N:23]1[CH:5]=[CH:6][C:7](=[O:8])[C:2]([O:1][CH2:10][C:11]2[CH:16]=[CH:15][CH:14]=[CH:13][CH:12]=2)=[C:3]1[CH3:9]. (3) The product is: [CH3:28][C:27]1[C:22]([N:19]2[CH2:20][CH2:21][N:16]([C:14]([C:5]3[CH:4]=[CH:3][C:2]([N:33]4[CH2:34][CH2:35][N:31]([CH3:30])[C:32]4=[O:36])=[CH:7][C:6]=3[N:8]([CH3:13])[S:9]([CH3:12])(=[O:11])=[O:10])=[O:15])[CH2:17][CH2:18]2)=[N:23][CH:24]=[C:25]([CH3:29])[CH:26]=1. Given the reactants Br[C:2]1[CH:3]=[CH:4][C:5]([C:14]([N:16]2[CH2:21][CH2:20][N:19]([C:22]3[C:27]([CH3:28])=[CH:26][C:25]([CH3:29])=[CH:24][N:23]=3)[CH2:18][CH2:17]2)=[O:15])=[C:6]([N:8]([CH3:13])[S:9]([CH3:12])(=[O:11])=[O:10])[CH:7]=1.[CH3:30][N:31]1[CH2:35][CH2:34][NH:33][C:32]1=[O:36], predict the reaction product. (4) The product is: [P:37]([O:38][C:39]([CH3:40])([CH3:41])[CH3:42])([O:43][C:44]([CH3:45])([CH3:46])[CH3:47])([O:15][CH2:14][CH2:13][C:12]#[C:11][C:10]1[C:5]2[C:4]([Cl:27])=[N:3][C:2]([NH2:1])=[N:7][C:6]=2[N:8]([CH2:16][C:17]2[C:22]([CH3:23])=[C:21]([O:24][CH3:25])[C:20]([CH3:26])=[CH:19][N:18]=2)[CH:9]=1)=[O:54]. Given the reactants [NH2:1][C:2]1[N:3]=[C:4]([Cl:27])[C:5]2[C:10]([C:11]#[C:12][CH2:13][CH2:14][OH:15])=[CH:9][N:8]([CH2:16][C:17]3[C:22]([CH3:23])=[C:21]([O:24][CH3:25])[C:20]([CH3:26])=[CH:19][N:18]=3)[C:6]=2[N:7]=1.N1C=NN=N1.C(N(C(C)C)[P:37]([O:43][C:44]([CH3:47])([CH3:46])[CH3:45])[O:38][C:39]([CH3:42])([CH3:41])[CH3:40])(C)C.OO.C([O-])(O)=[O:54].[Na+], predict the reaction product. (5) Given the reactants [CH3:1][C:2]1[C:3]([C:26]2[CH:31]=[CH:30][CH:29]=[CH:28][CH:27]=2)=[C:4]([O:14][C:15]2[CH:20]=[CH:19][C:18](/[CH:21]=[CH:22]/[C:23]([OH:25])=O)=[CH:17][CH:16]=2)[C:5]2[C:10]([CH:11]=1)=[CH:9][C:8]([O:12][CH3:13])=[CH:7][CH:6]=2.C(Cl)(=O)C(Cl)=O.[NH:38]1[CH2:42][CH2:41][CH2:40][CH2:39]1, predict the reaction product. The product is: [CH3:1][C:2]1[C:3]([C:26]2[CH:31]=[CH:30][CH:29]=[CH:28][CH:27]=2)=[C:4]([O:14][C:15]2[CH:16]=[CH:17][C:18](/[CH:21]=[CH:22]/[C:23]([N:38]3[CH2:42][CH2:41][CH2:40][CH2:39]3)=[O:25])=[CH:19][CH:20]=2)[C:5]2[C:10]([CH:11]=1)=[CH:9][C:8]([O:12][CH3:13])=[CH:7][CH:6]=2. (6) Given the reactants [CH2:1]([C:8]1([C:14]#[N:15])[CH2:13][CH2:12][NH:11][CH2:10][CH2:9]1)[C:2]1[CH:7]=[CH:6][CH:5]=[CH:4][CH:3]=1.Cl.[C:17]([N:25]1[CH2:30][CH2:29][CH2:28][C:27]([C:47]2[CH:52]=[CH:51][C:50]([Cl:53])=[C:49]([Cl:54])[CH:48]=2)([CH2:31][CH2:32][CH2:33]N2CCC(C(N3CCCC3)=O)CC2)[CH2:26]1)(=[O:24])[C:18]1[CH:23]=[CH:22][CH:21]=[CH:20][CH:19]=1.C([O-])([O-])=O.[K+].[K+].Cl, predict the reaction product. The product is: [OH2:24].[ClH:53].[C:17]([N:25]1[CH2:30][CH2:29][CH2:28][C:27]([CH2:31][CH2:32][CH2:33][N:11]2[CH2:10][CH2:9][C:8]([CH2:1][C:2]3[CH:7]=[CH:6][CH:5]=[CH:4][CH:3]=3)([C:14]#[N:15])[CH2:13][CH2:12]2)([C:47]2[CH:52]=[CH:51][C:50]([Cl:53])=[C:49]([Cl:54])[CH:48]=2)[CH2:26]1)(=[O:24])[C:18]1[CH:19]=[CH:20][CH:21]=[CH:22][CH:23]=1. (7) The product is: [CH3:27][O:28][C:29](=[O:30])[C:31]([C:9]1[C:8]2[C:12](=[C:13]([N:16]3[CH:20]=[N:19][CH:18]=[N:17]3)[N:14]=[CH:15][C:7]=2[O:6][CH3:5])[NH:11][CH:10]=1)=[O:23]. Given the reactants [Al+3].[Cl-].[Cl-].[Cl-].[CH3:5][O:6][C:7]1[CH:15]=[N:14][C:13]([N:16]2[CH:20]=[N:19][CH:18]=[N:17]2)=[C:12]2[C:8]=1[CH:9]=[CH:10][NH:11]2.C([O-])(=[O:23])C.[NH4+].C[CH2:27][O:28][C:29]([CH3:31])=[O:30], predict the reaction product.